Task: Regression. Given a peptide amino acid sequence and an MHC pseudo amino acid sequence, predict their binding affinity value. This is MHC class I binding data.. Dataset: Peptide-MHC class I binding affinity with 185,985 pairs from IEDB/IMGT (1) The peptide sequence is MICCDSRIV. The MHC is HLA-A02:02 with pseudo-sequence HLA-A02:02. The binding affinity (normalized) is 0.233. (2) The peptide sequence is ARWLASTPL. The MHC is HLA-C06:02 with pseudo-sequence HLA-C06:02. The binding affinity (normalized) is 0.259. (3) The peptide sequence is RQVLFLEK. The MHC is Mamu-B08 with pseudo-sequence Mamu-B08. The binding affinity (normalized) is 0.500. (4) The MHC is HLA-A26:01 with pseudo-sequence HLA-A26:01. The peptide sequence is YPKFHRSAM. The binding affinity (normalized) is 0.0847. (5) The binding affinity (normalized) is 0.356. The peptide sequence is EIKFNDITF. The MHC is HLA-B07:02 with pseudo-sequence HLA-B07:02. (6) The peptide sequence is TVLDVGDAY. The MHC is HLA-A02:02 with pseudo-sequence HLA-A02:02. The binding affinity (normalized) is 0.0611. (7) The peptide sequence is PLTFGWCYKL. The MHC is Mamu-A2601 with pseudo-sequence Mamu-A2601. The binding affinity (normalized) is 0.